This data is from Reaction yield outcomes from USPTO patents with 853,638 reactions. The task is: Predict the reaction yield, written as a fraction of the theoretical maximum amount of product (1.0 means a 100% yield; for example, 0.34 means a 34% yield). The reactants are [C:1]([C:4]1[C:9]([C:10]2[CH:15]=[CH:14][CH:13]=[C:12]([Cl:16])[CH:11]=2)=[N:8][N:7]([CH2:17][CH3:18])[C:6](=[O:19])[C:5]=1[N+:20]([O-])=O)(=[O:3])[CH3:2].N[C:24]1[CH:33]=[CH:32][CH:31]=[C:30]2[C:25]=1[CH:26]=[CH:27][CH:28]=[N:29]2. The catalyst is C(O)C. The product is [C:1]([C:4]1[C:9]([C:10]2[CH:15]=[CH:14][CH:13]=[C:12]([Cl:16])[CH:11]=2)=[N:8][N:7]([CH2:17][CH3:18])[C:6](=[O:19])[C:5]=1[NH:20][C:24]1[CH:33]=[CH:32][CH:31]=[C:30]2[C:25]=1[CH:26]=[CH:27][CH:28]=[N:29]2)(=[O:3])[CH3:2]. The yield is 0.515.